Dataset: Full USPTO retrosynthesis dataset with 1.9M reactions from patents (1976-2016). Task: Predict the reactants needed to synthesize the given product. (1) Given the product [C:8]([OH:13])(=[O:14])[CH2:9][CH2:10][C:11]([OH:7])=[O:12].[CH2:1]([OH:7])/[CH:2]=[CH:3]/[CH:4]=[CH:5]/[CH3:6], predict the reactants needed to synthesize it. The reactants are: [CH2:1]([OH:7])/[CH:2]=[CH:3]/[CH:4]=[CH:5][CH3:6].[C:8]1(=[O:14])[O:13][C:11](=[O:12])[CH2:10][CH2:9]1. (2) The reactants are: ClC1C=CC=C(C(OO)=[O:9])C=1.[Cl:12][C:13]1[CH:18]=[C:17]([O:19][CH3:20])[CH:16]=[CH:15][C:14]=1[C:21]1[C:22]2[N:23]([C:27]([N:32]([CH2:36][CH:37]3[CH2:39][CH2:38]3)[CH2:33][CH2:34][CH3:35])=[C:28]([S:30][CH3:31])[N:29]=2)[CH:24]=[CH:25][N:26]=1.S([O-])([O-])(=O)=S.[Na+].[Na+].C(=O)(O)[O-].[Na+]. Given the product [Cl:12][C:13]1[CH:18]=[C:17]([O:19][CH3:20])[CH:16]=[CH:15][C:14]=1[C:21]1[C:22]2[N:23]([C:27]([N:32]([CH2:36][CH:37]3[CH2:39][CH2:38]3)[CH2:33][CH2:34][CH3:35])=[C:28]([S:30]([CH3:31])=[O:9])[N:29]=2)[CH:24]=[CH:25][N:26]=1, predict the reactants needed to synthesize it. (3) The reactants are: Br[CH2:2][CH2:3][CH2:4][CH2:5][CH2:6][CH2:7][CH2:8][CH2:9][CH2:10][CH3:11].C1COCC1.[CH3:17][C:18]1[CH:23]=[C:22]([CH3:24])[CH:21]=[C:20]([CH3:25])[C:19]=1[Mg]Br. Given the product [CH2:2]([C:19]1[C:20]([CH3:25])=[CH:21][C:22]([CH3:24])=[CH:23][C:18]=1[CH3:17])[CH2:3][CH2:4][CH2:5][CH2:6][CH2:7][CH2:8][CH2:9][CH2:10][CH3:11], predict the reactants needed to synthesize it. (4) Given the product [F:17][C:12]1[CH:13]=[CH:14][CH:15]=[C:16]2[C:11]=1[C:10]([NH2:18])=[N:9][C:8]2([C:19]1[CH:24]=[CH:23][C:22]([F:25])=[C:21]([O:26][CH3:27])[CH:20]=1)[C:4]1[CH:5]=[CH:6][CH:7]=[C:2]([C:32]2[CH:33]=[N:28][CH:29]=[N:30][CH:31]=2)[CH:3]=1, predict the reactants needed to synthesize it. The reactants are: Br[C:2]1[CH:3]=[C:4]([C:8]2([C:19]3[CH:24]=[CH:23][C:22]([F:25])=[C:21]([O:26][CH3:27])[CH:20]=3)[C:16]3[C:11](=[C:12]([F:17])[CH:13]=[CH:14][CH:15]=3)[C:10]([NH2:18])=[N:9]2)[CH:5]=[CH:6][CH:7]=1.[N:28]1[CH:33]=[C:32](B(O)O)[CH:31]=[N:30][CH:29]=1. (5) Given the product [Cl:1][C:2]1[C:6]([Cl:7])=[C:5]([CH3:8])[NH:4][C:3]=1[C:9]([NH:11][C@@H:12]1[CH2:17][CH2:16][NH:15][CH2:14][C@@H:13]1[O:23][CH2:24][CH2:25][CH3:26])=[O:10], predict the reactants needed to synthesize it. The reactants are: [Cl:1][C:2]1[C:6]([Cl:7])=[C:5]([CH3:8])[NH:4][C:3]=1[C:9]([NH:11][C@@H:12]1[CH2:17][CH2:16][N:15](C(OCC)=O)[CH2:14][C@@H:13]1[O:23][CH2:24][CH2:25][CH3:26])=[O:10].[OH-].[K+].O.NN.O. (6) Given the product [Cl:1][C:2]1[CH:16]=[C:15]([Cl:17])[CH:14]=[CH:13][C:3]=1[O:4][CH2:5][CH2:6][CH2:7][C:8]([OH:10])=[O:9], predict the reactants needed to synthesize it. The reactants are: [Cl:1][C:2]1[CH:16]=[C:15]([Cl:17])[CH:14]=[CH:13][C:3]=1[O:4][CH2:5][CH2:6][CH2:7][C:8]([O:10]CC)=[O:9].O[Li].O.